From a dataset of Full USPTO retrosynthesis dataset with 1.9M reactions from patents (1976-2016). Predict the reactants needed to synthesize the given product. The reactants are: CC(OC([N:8](C(OC(C)(C)C)=O)[N:9]([C:17]1[C:22]([F:23])=[C:21]([NH:24][CH2:25][C:26]2[N:27]=[CH:28][S:29][CH:30]=2)[N:20]=[C:19]([Cl:31])[N:18]=1)C(OC(C)(C)C)=O)=O)(C)C. Given the product [Cl:31][C:19]1[NH:20][C:21]([NH:24][CH2:25][C:26]2[N:27]=[CH:28][S:29][CH:30]=2)=[C:22]([F:23])[C:17](=[N:9][NH2:8])[N:18]=1, predict the reactants needed to synthesize it.